Dataset: KCNQ2 potassium channel screen with 302,405 compounds. Task: Binary Classification. Given a drug SMILES string, predict its activity (active/inactive) in a high-throughput screening assay against a specified biological target. (1) The compound is S(c1nc2c(c(ccc2C)C)cc1C)CC(=O)Nc1c(cc(OC)c(OC)c1)C(O)=O. The result is 0 (inactive). (2) The compound is Brc1c(cc(OC)cc1)C(=O)NNC(=O)c1ccc(NS(=O)(=O)c2sccc2)cc1. The result is 0 (inactive). (3) The molecule is Clc1c(C(=O)NCCCCCC(=O)N\N=C\c2occc2)cccc1. The result is 0 (inactive). (4) The result is 0 (inactive). The drug is S=C(N1CCC(NC(=O)C2CCCCC2)CC1)Nc1ccc(F)cc1. (5) The molecule is O=C(N1CCCCC1)C1C(CC=CC1)C(=O)Nc1ccc(cc1)C. The result is 0 (inactive). (6) The compound is O=C(N\N=C1\CCN(CC1)CC)CC12CC3CC(C1)CC(C2)C3. The result is 0 (inactive). (7) The molecule is O(C(=O)N1CCCCC1)c1ccc(NC(=O)C)cc1. The result is 0 (inactive). (8) The drug is O1N=C(CC1C(=O)NC(CC)C)c1ccc(OC)cc1. The result is 0 (inactive). (9) The molecule is O=C(CN1CCN(CC1)c1ncccc1)c1c(cc(cc1)C)C. The result is 0 (inactive).